This data is from Full USPTO retrosynthesis dataset with 1.9M reactions from patents (1976-2016). The task is: Predict the reactants needed to synthesize the given product. Given the product [CH3:19][S:16]([C:13]1[CH:14]=[CH:15][C:10]([C:8](=[C:23]2[CH2:24][C:25]([CH3:28])([CH3:27])[CH2:26][C:21]([CH3:30])([CH3:20])[CH2:22]2)[C:5]2[CH:6]=[CH:7][C:2]([OH:1])=[CH:3][CH:4]=2)=[CH:11][CH:12]=1)(=[O:18])=[O:17], predict the reactants needed to synthesize it. The reactants are: [OH:1][C:2]1[CH:7]=[CH:6][C:5]([C:8]([C:10]2[CH:15]=[CH:14][C:13]([S:16]([CH3:19])(=[O:18])=[O:17])=[CH:12][CH:11]=2)=O)=[CH:4][CH:3]=1.[CH3:20][C:21]1([CH3:30])[CH2:26][C:25]([CH3:28])([CH3:27])[CH2:24][C:23](=O)[CH2:22]1.C([O-])([O-])=O.[K+].[K+].